The task is: Regression. Given two drug SMILES strings and cell line genomic features, predict the synergy score measuring deviation from expected non-interaction effect.. This data is from NCI-60 drug combinations with 297,098 pairs across 59 cell lines. (1) Drug 1: C#CCC(CC1=CN=C2C(=N1)C(=NC(=N2)N)N)C3=CC=C(C=C3)C(=O)NC(CCC(=O)O)C(=O)O. Drug 2: C(CC(=O)O)C(=O)CN.Cl. Cell line: MOLT-4. Synergy scores: CSS=22.1, Synergy_ZIP=-4.70, Synergy_Bliss=-7.55, Synergy_Loewe=-11.2, Synergy_HSA=-10.7. (2) Drug 1: CC1=CC2C(CCC3(C2CCC3(C(=O)C)OC(=O)C)C)C4(C1=CC(=O)CC4)C. Drug 2: CN1C(=O)N2C=NC(=C2N=N1)C(=O)N. Cell line: DU-145. Synergy scores: CSS=2.24, Synergy_ZIP=4.17, Synergy_Bliss=11.5, Synergy_Loewe=4.87, Synergy_HSA=5.23.